Dataset: Peptide-MHC class I binding affinity with 185,985 pairs from IEDB/IMGT. Task: Regression. Given a peptide amino acid sequence and an MHC pseudo amino acid sequence, predict their binding affinity value. This is MHC class I binding data. (1) The peptide sequence is RAWDPQPAM. The MHC is HLA-A80:01 with pseudo-sequence HLA-A80:01. The binding affinity (normalized) is 0.0847. (2) The binding affinity (normalized) is 0.0847. The MHC is HLA-A02:19 with pseudo-sequence HLA-A02:19. The peptide sequence is CTWPEASRY. (3) The MHC is HLA-A68:01 with pseudo-sequence HLA-A68:01. The peptide sequence is NAHEGQLVI. The binding affinity (normalized) is 0.0736. (4) The peptide sequence is IEELRQHLL. The MHC is HLA-A02:02 with pseudo-sequence HLA-A02:02. The binding affinity (normalized) is 0. (5) The peptide sequence is NAAISDYDY. The MHC is HLA-A30:02 with pseudo-sequence HLA-A30:02. The binding affinity (normalized) is 0.435. (6) The peptide sequence is IQNSGGTSI. The binding affinity (normalized) is 0.700. The MHC is HLA-B15:01 with pseudo-sequence HLA-B15:01.